Dataset: Forward reaction prediction with 1.9M reactions from USPTO patents (1976-2016). Task: Predict the product of the given reaction. (1) Given the reactants [Br:1][C:2]1[CH:3]=[C:4]([NH:13][CH:14]2[CH2:18][CH2:17][CH2:16][CH2:15]2)[C:5]([Cl:12])=[C:6]([CH:11]=1)[C:7]([O:9][CH3:10])=[O:8].[C:19](=O)([O-])[O-].[Cs+].[Cs+].CI, predict the reaction product. The product is: [Br:1][C:2]1[CH:3]=[C:4]([N:13]([CH:14]2[CH2:18][CH2:17][CH2:16][CH2:15]2)[CH3:19])[C:5]([Cl:12])=[C:6]([CH:11]=1)[C:7]([O:9][CH3:10])=[O:8]. (2) Given the reactants [NH2:1][C:2]1[CH:7]=[C:6]([OH:8])[CH:5]=[CH:4][N:3]=1.[Br:9][C:10]1[CH:11]=[C:12]([F:17])[C:13](F)=[N:14][CH:15]=1.CCOC(C)=O, predict the reaction product. The product is: [Br:9][C:10]1[CH:11]=[C:12]([F:17])[C:13]([O:8][C:6]2[CH:5]=[CH:4][N:3]=[C:2]([NH2:1])[CH:7]=2)=[N:14][CH:15]=1.